Dataset: Catalyst prediction with 721,799 reactions and 888 catalyst types from USPTO. Task: Predict which catalyst facilitates the given reaction. (1) Reactant: [CH3:1][C:2]1[C:3]([CH2:8][NH2:9])=[N:4][CH:5]=[CH:6][CH:7]=1.[CH:10]([C:13]1[C:14]([CH:19]=O)=[N:15][CH:16]=[CH:17][CH:18]=1)([CH3:12])[CH3:11].[BH-](OC(C)=O)(OC(C)=O)OC(C)=O.[Na+]. Product: [CH:10]([C:13]1[C:14]([CH2:19][NH:9][CH2:8][C:3]2[C:2]([CH3:1])=[CH:7][CH:6]=[CH:5][N:4]=2)=[N:15][CH:16]=[CH:17][CH:18]=1)([CH3:12])[CH3:11]. The catalyst class is: 2. (2) Reactant: [F:1][C:2]1[CH:3]=[C:4]([O:8][CH2:9][C:10]#[N:11])[CH:5]=[N:6][CH:7]=1.C([O-])([O-])=[O:13].[K+].[K+].CS(C)=O.OO. Product: [F:1][C:2]1[CH:3]=[C:4]([O:8][CH2:9][C:10]([NH2:11])=[O:13])[CH:5]=[N:6][CH:7]=1. The catalyst class is: 6. (3) Reactant: S(Cl)([Cl:4])(=O)=O.[C:6]([O:10][C:11](=[O:24])[NH:12][C:13]1[CH:18]=[C:17]([O:19][CH3:20])[CH:16]=[C:15]([O:21][CH3:22])[C:14]=1[CH3:23])([CH3:9])([CH3:8])[CH3:7].C([O-])(O)=O.[Na+].CCOC(C)=O. Product: [C:6]([O:10][C:11](=[O:24])[NH:12][C:13]1[C:14]([CH3:23])=[C:15]([O:21][CH3:22])[CH:16]=[C:17]([O:19][CH3:20])[C:18]=1[Cl:4])([CH3:9])([CH3:8])[CH3:7]. The catalyst class is: 168. (4) The catalyst class is: 11. Product: [F:1][C:2]([F:19])([F:18])[C:3]1[CH:8]=[CH:7][C:6]([C:9]2[C:10]([C:15]([Cl:22])=[O:16])=[CH:11][CH:12]=[CH:13][CH:14]=2)=[CH:5][CH:4]=1. Reactant: [F:1][C:2]([F:19])([F:18])[C:3]1[CH:8]=[CH:7][C:6]([C:9]2[C:10]([C:15](O)=[O:16])=[CH:11][CH:12]=[CH:13][CH:14]=2)=[CH:5][CH:4]=1.S(Cl)([Cl:22])=O.CN(C)C(=O)C1C=CC=CC=1.